Task: Predict the reaction yield, written as a fraction of the theoretical maximum amount of product (1.0 means a 100% yield; for example, 0.34 means a 34% yield).. Dataset: Reaction yield outcomes from USPTO patents with 853,638 reactions (1) The reactants are [F:1][C:2]1[C:7]([C:8]2[CH:13]=[CH:12][CH:11]=[C:10]([CH3:14])[CH:9]=2)=[C:6]([C@:15]([C@@H:23]2[O:28][CH2:27][CH2:26][N:25]([C:29]([O:31][C:32]([CH3:35])([CH3:34])[CH3:33])=[O:30])[CH2:24]2)(O)[CH2:16][CH2:17][CH2:18][CH2:19][O:20][CH3:21])[CH:5]=[CH:4][CH:3]=1.CC[N+](S(N=C(OC)[O-])(=O)=O)(CC)CC. The catalyst is C1(C)C=CC=CC=1.CCOC(C)=O. The product is [F:1][C:2]1[C:7]([C:8]2[CH:13]=[CH:12][CH:11]=[C:10]([CH3:14])[CH:9]=2)=[C:6]([C:15]([C@@H:23]2[O:28][CH2:27][CH2:26][N:25]([C:29]([O:31][C:32]([CH3:35])([CH3:34])[CH3:33])=[O:30])[CH2:24]2)=[CH:16][CH2:17][CH2:18][CH2:19][O:20][CH3:21])[CH:5]=[CH:4][CH:3]=1. The yield is 0.730. (2) The reactants are Cl[C:2]1[N:9]=[C:8]([C:10]([F:13])([F:12])[F:11])[CH:7]=[CH:6][C:3]=1[C:4]#[N:5].[C:14]1([CH3:23])[CH:19]=[CH:18][CH:17]=[C:16](B(O)O)[CH:15]=1.C(=O)([O-])[O-].[Na+].[Na+].C1CCCCC1.C(OCC)(=O)C. The catalyst is C1(C)C=CC=CC=1.C(O)C.C(OCC)(=O)C.C1C=CC([P]([Pd]([P](C2C=CC=CC=2)(C2C=CC=CC=2)C2C=CC=CC=2)([P](C2C=CC=CC=2)(C2C=CC=CC=2)C2C=CC=CC=2)[P](C2C=CC=CC=2)(C2C=CC=CC=2)C2C=CC=CC=2)(C2C=CC=CC=2)C2C=CC=CC=2)=CC=1. The product is [C:14]1([CH3:23])[CH:19]=[CH:18][CH:17]=[C:16]([C:2]2[N:9]=[C:8]([C:10]([F:13])([F:12])[F:11])[CH:7]=[CH:6][C:3]=2[C:4]#[N:5])[CH:15]=1. The yield is 0.490.